This data is from Full USPTO retrosynthesis dataset with 1.9M reactions from patents (1976-2016). The task is: Predict the reactants needed to synthesize the given product. Given the product [F:1][C:2]1[CH:7]=[N:6][C:5]([N:8]2[CH2:16][C@@H:15]3[C@@:10]([C:18]4[CH:23]=[N:22][CH:21]=[CH:20][N:19]=4)([N:11]=[C:12]([NH2:17])[S:13][CH2:14]3)[CH2:9]2)=[N:4][CH:3]=1, predict the reactants needed to synthesize it. The reactants are: [F:1][C:2]1[CH:3]=[N:4][C:5]([N:8]2[CH2:16][CH:15]3[C:10]([C:18]4[CH:23]=[N:22][CH:21]=[CH:20][N:19]=4)([N:11]=[C:12]([NH2:17])[S:13][CH2:14]3)[CH2:9]2)=[N:6][CH:7]=1.CO.